Dataset: HIV replication inhibition screening data with 41,000+ compounds from the AIDS Antiviral Screen. Task: Binary Classification. Given a drug SMILES string, predict its activity (active/inactive) in a high-throughput screening assay against a specified biological target. (1) The compound is Cc1ccc2nc(NC(=O)C(=NNC(=S)NN)C3C(=O)NC(=S)NC3=O)sc2c1. The result is 0 (inactive). (2) The molecule is CCOC(=O)c1c(NS(=O)(=O)c2ccccc2)sc2c1CCCC2. The result is 0 (inactive). (3) The compound is COc1ccccc1NC(=O)C1=C(C)NC(C)=C(C(=O)Nc2ccccc2OC)C1c1ccc(C)cc1. The result is 0 (inactive). (4) The molecule is C(C=NNC1=NCCN1)=NNC1=NCCN1.I. The result is 0 (inactive). (5) The compound is Cc1cc2c(C(C)C)c(O)c(O)c(C=NCCO)c2c(O)c1-c1c(C)cc2c(C(C)C)c(O)c(O)c(C=NCCO)c2c1O. The result is 0 (inactive).